The task is: Predict the reaction yield, written as a fraction of the theoretical maximum amount of product (1.0 means a 100% yield; for example, 0.34 means a 34% yield).. This data is from Reaction yield outcomes from USPTO patents with 853,638 reactions. (1) The reactants are [CH3:1][CH:2]([CH3:6])[CH:3]=[N:4][OH:5].CC(C)([O-])C.[K+].[F:13][C:14]1[CH:32]=[CH:31][CH:30]=[CH:29][C:15]=1[CH2:16][NH:17][C:18]1[C:23]([F:24])=[CH:22][N:21]=[C:20](S(C)(=O)=O)[N:19]=1. The catalyst is C1COCC1. The product is [F:24][C:23]1[C:18]([NH:17][CH2:16][C:15]2[CH:29]=[CH:30][CH:31]=[CH:32][C:14]=2[F:13])=[N:19][C:20]([O:5][N:4]=[CH:3][CH:2]([CH3:6])[CH3:1])=[N:21][CH:22]=1. The yield is 0.560. (2) The reactants are Br[C:2]1[CH:11]=[C:10]2[C:5]([CH:6]=[C:7]([NH:12][C:13]([CH:15]3[CH2:17][CH2:16]3)=[O:14])[N:8]=[CH:9]2)=[CH:4][CH:3]=1.[Cl:18][C:19]1[N:24]=[CH:23][C:22](B(O)O)=[C:21]([CH3:28])[CH:20]=1.C(=O)([O-])[O-].[Na+].[Na+]. The catalyst is C(#N)C.C(OCC)(=O)C.CC(P(C(C)(C)C)C1C=CC(N(C)C)=CC=1)(C)C.CC(P(C(C)(C)C)C1C=CC(N(C)C)=CC=1)(C)C.Cl[Pd]Cl. The product is [Cl:18][C:19]1[N:24]=[CH:23][C:22]([C:2]2[CH:11]=[C:10]3[C:5]([CH:6]=[C:7]([NH:12][C:13]([CH:15]4[CH2:17][CH2:16]4)=[O:14])[N:8]=[CH:9]3)=[CH:4][CH:3]=2)=[C:21]([CH3:28])[CH:20]=1. The yield is 0.800. (3) The reactants are [Cl:1][C:2]1[CH:3]=[C:4]([C:8]2[C:13]([O:14][CH3:15])=[CH:12][CH:11]=[C:10]([C:16]([C:18]3[CH:23]=[CH:22][C:21]([N+:24]([O-])=O)=[CH:20][CH:19]=3)=[O:17])[CH:9]=2)[CH:5]=[CH:6][CH:7]=1.[NH4+].[Cl-].O. The catalyst is C(O)C.O.[Fe]. The product is [NH2:24][C:21]1[CH:20]=[CH:19][C:18]([C:16]([C:10]2[CH:9]=[C:8]([C:4]3[CH:5]=[CH:6][CH:7]=[C:2]([Cl:1])[CH:3]=3)[C:13]([O:14][CH3:15])=[CH:12][CH:11]=2)=[O:17])=[CH:23][CH:22]=1. The yield is 0.850. (4) The reactants are [H-].[Na+].[C:3](OCC)(=O)[CH2:4][C:5]([CH3:7])=[O:6].[F:12][C:13]1[CH:18]=[CH:17][C:16]([N+:19]([O-:21])=[O:20])=C(F)[C:14]=1[F:23]. The catalyst is C1COCC1. The product is [C:5]([CH2:4][C:3]1[C:14]([F:23])=[C:13]([F:12])[CH:18]=[CH:17][C:16]=1[N+:19]([O-:21])=[O:20])(=[O:6])[CH3:7]. The yield is 0.720. (5) The reactants are [CH3:1][C:2]1([CH3:18])[C:6]([CH3:8])([CH3:7])[O:5][B:4]([C:9]2[CH:17]=[C:16]3[C:12](C=NN3)=[CH:11][CH:10]=2)[O:3]1.BrC1C=CC2[N:24]=[C:25]([NH2:27])[O:26]C=2C=1.CC1(C)C(C)(C)OB(B2OC(C)(C)C(C)(C)O2)O1. No catalyst specified. The product is [CH3:18][C:2]1([CH3:1])[C:6]([CH3:7])([CH3:8])[O:5][B:4]([C:9]2[CH:10]=[CH:11][C:12]3[N:24]=[C:25]([NH2:27])[O:26][C:16]=3[CH:17]=2)[O:3]1. The yield is 0.900. (6) The reactants are Cl[C:2]1[N:7]=[CH:6][C:5]([C:8]2[O:26][C:11]3[N:12]=[CH:13][N:14]=[C:15]([N:16]4[CH2:25][CH2:24][C:19]5([O:23][CH2:22][CH2:21][O:20]5)[CH2:18][CH2:17]4)[C:10]=3[C:9]=2[C:27]2[CH:32]=[CH:31][C:30]([F:33])=[CH:29][CH:28]=2)=[CH:4][CH:3]=1.[NH2:34][CH2:35][CH2:36][OH:37]. No catalyst specified. The product is [O:20]1[C:19]2([CH2:24][CH2:25][N:16]([C:15]3[C:10]4[C:9]([C:27]5[CH:32]=[CH:31][C:30]([F:33])=[CH:29][CH:28]=5)=[C:8]([C:5]5[CH:4]=[CH:3][C:2]([NH:34][CH2:35][CH2:36][OH:37])=[N:7][CH:6]=5)[O:26][C:11]=4[N:12]=[CH:13][N:14]=3)[CH2:17][CH2:18]2)[O:23][CH2:22][CH2:21]1. The yield is 0.560. (7) The reactants are [S:1]1[CH:5]=[CH:4][C:3]2[C:6](=O)[C:7]3[S:8][CH:9]=[CH:10][C:11]=3[C:12](=O)[C:2]1=2.[CH2:15]([Mg]Br)[CH2:16][CH2:17][CH2:18][CH2:19][CH2:20][CH2:21][CH3:22].Cl[Sn]Cl. The catalyst is C1COCC1. The product is [CH2:15]([C:6]1[C:7]2[S:8][CH:9]=[CH:10][C:11]=2[C:12]([CH2:5][CH2:4][CH2:3][CH2:2][CH2:12][CH2:11][CH2:7][CH3:6])=[C:2]2[S:1][CH:5]=[CH:4][C:3]=12)[CH2:16][CH2:17][CH2:18][CH2:19][CH2:20][CH2:21][CH3:22]. The yield is 0.376. (8) The reactants are [Cl:1][C:2]1[N:3]=[C:4]([N:9]2[CH2:14][CH2:13][O:12][CH2:11][CH2:10]2)[S:5][C:6]=1[CH:7]=O.[NH2:15][C:16]1[C:21]([NH2:22])=[C:20]([NH:23][C@@H:24]2[C@@H:29]3[CH2:30][C@@H:26]([CH:27]=[CH:28]3)[C@@H:25]2[C:31]([NH2:33])=[O:32])[C:19]([Cl:34])=[CH:18][N:17]=1.C([O-])(=O)C.[NH4+]. No catalyst specified. The product is [Cl:34][C:19]1[C:20]([NH:23][C@@H:24]2[C@@H:29]3[CH2:30][C@@H:26]([CH:27]=[CH:28]3)[C@@H:25]2[C:31]([NH2:33])=[O:32])=[C:21]2[N:22]=[C:7]([C:6]3[S:5][C:4]([N:9]4[CH2:14][CH2:13][O:12][CH2:11][CH2:10]4)=[N:3][C:2]=3[Cl:1])[NH:15][C:16]2=[N:17][CH:18]=1. The yield is 0.110. (9) The reactants are [OH-].[Na+].CC1(C)C(C)(C)OB([C:11]2[CH:19]=[CH:18][CH:17]=[C:16]3[C:12]=2[CH:13]=[CH:14][NH:15]3)O1.Br[C:22]1[CH:23]=[N:24][CH:25]=[C:26]([CH:30]=1)[C:27]([OH:29])=[O:28]. The catalyst is [Pd].C1COCC1. The product is [NH:15]1[C:16]2[C:12](=[C:11]([C:22]3[CH:23]=[N:24][CH:25]=[C:26]([CH:30]=3)[C:27]([OH:29])=[O:28])[CH:19]=[CH:18][CH:17]=2)[CH:13]=[CH:14]1. The yield is 0.480.